Dataset: Reaction yield outcomes from USPTO patents with 853,638 reactions. Task: Predict the reaction yield, written as a fraction of the theoretical maximum amount of product (1.0 means a 100% yield; for example, 0.34 means a 34% yield). (1) The reactants are [Br:1][C:2]1[N:7]2[CH:8]=[CH:9][N:10]=[C:6]2[C:5](Br)=[N:4][CH:3]=1.[F:12][C:13]1[CH:14]=[C:15]([NH2:26])[CH:16]=[CH:17][C:18]=1[N:19]1[CH2:24][CH2:23][N:22]([CH3:25])[CH2:21][CH2:20]1.CCN(C(C)C)C(C)C. The catalyst is CC(O)C. The product is [Br:1][C:2]1[N:7]2[CH:8]=[CH:9][N:10]=[C:6]2[C:5]([NH:26][C:15]2[CH:16]=[CH:17][C:18]([N:19]3[CH2:24][CH2:23][N:22]([CH3:25])[CH2:21][CH2:20]3)=[C:13]([F:12])[CH:14]=2)=[N:4][CH:3]=1. The yield is 0.0500. (2) The reactants are [CH:1]([C:4]1[C:8]2[CH:9]=[CH:10][C:11]([C:13]([F:16])([F:15])[F:14])=[CH:12][C:7]=2[S:6][C:5]=1[CH2:17][CH2:18][C:19]1[C:23]2[CH:24]=[C:25]([CH3:32])[C:26]([NH:28]C(=O)C)=[CH:27][C:22]=2[O:21][N:20]=1)([CH3:3])[CH3:2]. The catalyst is Cl.CC(O)=O.[OH-].[Na+]. The product is [NH2:28][C:26]1[C:25]([CH3:32])=[CH:24][C:23]2[C:19]([CH2:18][CH2:17][C:5]3[S:6][C:7]4[CH:12]=[C:11]([C:13]([F:16])([F:15])[F:14])[CH:10]=[CH:9][C:8]=4[C:4]=3[CH:1]([CH3:3])[CH3:2])=[N:20][O:21][C:22]=2[CH:27]=1. The yield is 0.680. (3) The reactants are S(Cl)([Cl:3])=O.[NH2:5][C@H:6]([C:14]([OH:16])=[O:15])[CH2:7][C:8]1[CH:13]=[CH:12][CH:11]=[CH:10][CH:9]=1.[CH3:17]O. No catalyst specified. The product is [ClH:3].[CH3:17][O:15][C:14](=[O:16])[C@H:6]([CH2:7][C:8]1[CH:13]=[CH:12][CH:11]=[CH:10][CH:9]=1)[NH2:5]. The yield is 1.00. (4) The catalyst is C(OCC)(=O)C. The yield is 0.960. The product is [Cl:13][C:6]1[C:3]([C:4]#[N:5])=[C:2]([NH:15][CH3:14])[C:9]([N+:10]([O-:12])=[O:11])=[CH:8][CH:7]=1. The reactants are Cl[C:2]1[C:9]([N+:10]([O-:12])=[O:11])=[CH:8][CH:7]=[C:6]([Cl:13])[C:3]=1[C:4]#[N:5].[CH3:14][NH2:15]. (5) The reactants are [Br:1][C:2]1[CH:10]=[CH:9][C:5]([CH2:6][CH2:7][NH2:8])=[CH:4][CH:3]=1.C(N(CC)CC)C.[CH:18]([S:21](Cl)(=[O:23])=[O:22])([CH3:20])[CH3:19]. The catalyst is ClCCl. The product is [Br:1][C:2]1[CH:10]=[CH:9][C:5]([CH2:6][CH2:7][NH:8][S:21]([CH:18]([CH3:20])[CH3:19])(=[O:23])=[O:22])=[CH:4][CH:3]=1. The yield is 0.440. (6) The reactants are C(O)(C(F)(F)F)=O.[CH3:8][N:9]([CH3:43])[C:10](=[O:42])[NH:11][C:12]1[CH:13]=[C:14]([C:18]2[CH:19]=[C:20]3[C:24](=[CH:25][CH:26]=2)[N:23](C2CCCCO2)[N:22]=[C:21]3[C:33]([NH:35][C:36]2[CH:37]=[N:38][CH:39]=[CH:40][CH:41]=2)=[O:34])[CH:15]=[N:16][CH:17]=1.C([SiH](CC)CC)C. The catalyst is C(Cl)Cl. The product is [CH3:8][N:9]([CH3:43])[C:10](=[O:42])[NH:11][C:12]1[CH:13]=[C:14]([C:18]2[CH:19]=[C:20]3[C:24](=[CH:25][CH:26]=2)[NH:23][N:22]=[C:21]3[C:33]([NH:35][C:36]2[CH:37]=[N:38][CH:39]=[CH:40][CH:41]=2)=[O:34])[CH:15]=[N:16][CH:17]=1. The yield is 0.330. (7) The catalyst is C(Cl)Cl. The reactants are [CH3:1][O:2][C:3]1[CH:8]=[CH:7][C:6]([NH2:9])=[CH:5][C:4]=1[C:10]1[N:11]([CH3:19])[N:12]=[C:13]([C:15]([F:18])([F:17])[F:16])[CH:14]=1.[Cl:20][C:21]1[CH:26]=[CH:25][C:24]([N:27]=[C:28]=[O:29])=[CH:23][CH:22]=1. The yield is 0.880. The product is [Cl:20][C:21]1[CH:26]=[CH:25][C:24]([NH:27][C:28]([NH:9][C:6]2[CH:7]=[CH:8][C:3]([O:2][CH3:1])=[C:4]([C:10]3[N:11]([CH3:19])[N:12]=[C:13]([C:15]([F:18])([F:16])[F:17])[CH:14]=3)[CH:5]=2)=[O:29])=[CH:23][CH:22]=1. (8) The yield is 0.960. The catalyst is C1COCC1.CN(C1C=CN=CC=1)C. The reactants are [NH:1]1[C:9]2[C:4](=[CH:5][C:6]([C:10]#[N:11])=[CH:7][CH:8]=2)[CH:3]=[CH:2]1.[CH3:12][C:13]([O:16][C:17](O[C:17]([O:16][C:13]([CH3:15])([CH3:14])[CH3:12])=[O:18])=[O:18])([CH3:15])[CH3:14]. The product is [C:10]([C:6]1[CH:5]=[C:4]2[C:9](=[CH:8][CH:7]=1)[N:1]([C:17]([O:16][C:13]([CH3:15])([CH3:14])[CH3:12])=[O:18])[CH:2]=[CH:3]2)#[N:11].